This data is from Forward reaction prediction with 1.9M reactions from USPTO patents (1976-2016). The task is: Predict the product of the given reaction. Given the reactants [CH3:1][NH:2][CH2:3][CH3:4].[C:5]([C:9]1[CH:10]=[C:11]([C:20]2[O:21][C:22]([CH3:36])=[C:23]([CH2:25][CH2:26][O:27][C:28]3[CH:33]=[CH:32][C:31]([CH:34]=O)=[CH:30][CH:29]=3)[N:24]=2)[CH:12]=[C:13]([C:16]([CH3:19])([CH3:18])[CH3:17])[C:14]=1[OH:15])([CH3:8])([CH3:7])[CH3:6].[BH4-].[Na+].N.C(Cl)[Cl:41], predict the reaction product. The product is: [OH2:15].[ClH:41].[C:16]([C:13]1[CH:12]=[C:11]([C:20]2[O:21][C:22]([CH3:36])=[C:23]([CH2:25][CH2:26][O:27][C:28]3[CH:29]=[CH:30][C:31]([CH3:34])=[CH:32][C:33]=3[CH2:1][NH:2][CH2:3][CH3:4])[N:24]=2)[CH:10]=[C:9]([C:5]([CH3:6])([CH3:8])[CH3:7])[C:14]=1[OH:15])([CH3:18])([CH3:19])[CH3:17].